This data is from Peptide-MHC class II binding affinity with 134,281 pairs from IEDB. The task is: Regression. Given a peptide amino acid sequence and an MHC pseudo amino acid sequence, predict their binding affinity value. This is MHC class II binding data. (1) The peptide sequence is LFKEKEVKKEIKDPL. The MHC is DRB4_0101 with pseudo-sequence DRB4_0103. The binding affinity (normalized) is 0.329. (2) The peptide sequence is LDYLRRMTVFLQGLM. The MHC is DRB1_0901 with pseudo-sequence DRB1_0901. The binding affinity (normalized) is 0.595.